Dataset: Catalyst prediction with 721,799 reactions and 888 catalyst types from USPTO. Task: Predict which catalyst facilitates the given reaction. (1) Reactant: [H-].[Al+3].[Li+].[H-].[H-].[H-].[F:7][C:8]([F:19])([F:18])[C:9]1[CH:10]=[C:11]([CH:15]=[CH:16][CH:17]=1)[C:12](O)=[O:13].S(=O)(=O)(O)O.O. Product: [F:7][C:8]([F:18])([F:19])[C:9]1[CH:10]=[C:11]([CH2:12][OH:13])[CH:15]=[CH:16][CH:17]=1. The catalyst class is: 1. (2) Reactant: [CH3:1][C:2]([N+:9]([O-:11])=[O:10])([CH3:8])[CH2:3][CH2:4][C:5]([OH:7])=O.Cl.CN(C)CCCN=C=NCC.[CH2:24]([NH2:31])[C:25]1[CH:30]=[CH:29][CH:28]=[CH:27][CH:26]=1.Cl. Product: [CH2:24]([NH:31][C:5](=[O:7])[CH2:4][CH2:3][C:2]([CH3:1])([N+:9]([O-:11])=[O:10])[CH3:8])[C:25]1[CH:30]=[CH:29][CH:28]=[CH:27][CH:26]=1. The catalyst class is: 884. (3) Reactant: [N:1]1[CH:6]=[CH:5][C:4]([N:7]2[CH2:16][CH2:15][C:10]3([CH2:14][NH:13][CH2:12][CH2:11]3)[CH2:9][CH2:8]2)=[CH:3][CH:2]=1.CCN(C(C)C)C(C)C.[N+](C1C=CC([O:35][C:36]([N:38]2[CH2:43][CH2:42][N:41]([CH2:44][CH2:45][C:46]([O:48][CH2:49][CH3:50])=[O:47])[C:40](=[O:51])[CH2:39]2)=O)=CC=1)([O-])=O. Product: [O:51]=[C:40]1[CH2:39][N:38]([C:36]([N:13]2[CH2:12][CH2:11][C:10]3([CH2:15][CH2:16][N:7]([C:4]4[CH:3]=[CH:2][N:1]=[CH:6][CH:5]=4)[CH2:8][CH2:9]3)[CH2:14]2)=[O:35])[CH2:43][CH2:42][N:41]1[CH2:44][CH2:45][C:46]([O:48][CH2:49][CH3:50])=[O:47]. The catalyst class is: 3. (4) Reactant: [F:1][C:2]1[CH:7]=[CH:6][C:5]([C:8]2[CH:12]=[C:11]([N:13]3[CH2:18][CH2:17][N:16]([C:19]([O:21][C:22]([CH3:25])([CH3:24])[CH3:23])=[O:20])[CH2:15][CH2:14]3)[N:10]([CH3:26])[N:9]=2)=[CH:4][CH:3]=1.FC1C=CC(C2C=C(N3CCNCC3)N(C)N=2)=CC=1.C1C(=O)N([Br:53])C(=O)C1. Product: [Br:53][C:12]1[C:8]([C:5]2[CH:6]=[CH:7][C:2]([F:1])=[CH:3][CH:4]=2)=[N:9][N:10]([CH3:26])[C:11]=1[N:13]1[CH2:14][CH2:15][N:16]([C:19]([O:21][C:22]([CH3:23])([CH3:25])[CH3:24])=[O:20])[CH2:17][CH2:18]1. The catalyst class is: 2. (5) Reactant: [NH2:1][C:2]1[CH:11]=[CH:10][CH:9]=[C:8]2[C:3]=1[CH:4]=[CH:5][C:6]([OH:12])=[CH:7]2.[C:13](O[C:13]([O:15][C:16]([CH3:19])([CH3:18])[CH3:17])=[O:14])([O:15][C:16]([CH3:19])([CH3:18])[CH3:17])=[O:14]. Product: [OH:12][C:6]1[CH:7]=[C:8]2[C:3](=[CH:4][CH:5]=1)[C:2]([NH:1][C:13](=[O:14])[O:15][C:16]([CH3:19])([CH3:18])[CH3:17])=[CH:11][CH:10]=[CH:9]2. The catalyst class is: 7. (6) Reactant: [F:1][C:2]1[CH:3]=[C:4]([CH:14]([CH3:18])[C:15]([OH:17])=O)[CH:5]=[CH:6][C:7]=1[CH2:8][NH:9][S:10]([CH3:13])(=[O:12])=[O:11].[CH:19]1([O:24][C:25]2[C:30]([CH2:31][NH2:32])=[CH:29][CH:28]=[C:27]([C:33]([F:36])([F:35])[F:34])[N:26]=2)[CH2:23][CH2:22][CH2:21][CH2:20]1.CN(C)CCCN=C=NCC.ON1C2C=CC=CC=2N=N1.C(N(CC)CC)C. Product: [CH:19]1([O:24][C:25]2[C:30]([CH2:31][NH:32][C:15](=[O:17])[CH:14]([C:4]3[CH:5]=[CH:6][C:7]([CH2:8][NH:9][S:10]([CH3:13])(=[O:11])=[O:12])=[C:2]([F:1])[CH:3]=3)[CH3:18])=[CH:29][CH:28]=[C:27]([C:33]([F:36])([F:34])[F:35])[N:26]=2)[CH2:20][CH2:21][CH2:22][CH2:23]1. The catalyst class is: 115. (7) Reactant: C[O:2][C:3](=O)[C:4]1[CH:9]=[CH:8][C:7]([O:10][C:11]2[CH:16]=[CH:15][C:14]([C:17]([F:20])([F:19])[F:18])=[CH:13][N:12]=2)=[C:6]([C:21]#[N:22])[CH:5]=1.O. Product: [OH:2][CH2:3][C:4]1[CH:9]=[CH:8][C:7]([O:10][C:11]2[CH:16]=[CH:15][C:14]([C:17]([F:20])([F:18])[F:19])=[CH:13][N:12]=2)=[C:6]([CH:5]=1)[C:21]#[N:22]. The catalyst class is: 1. (8) Reactant: [F:1][C:2]([F:12])([F:11])[C:3]1[CH:10]=[CH:9][C:6]([CH2:7]Br)=[CH:5][CH:4]=1.[Br:13][CH2:14][C@H:15]1[C:24]2[C:19](=[C:20]([O:26][CH3:27])[C:21]([CH3:25])=[CH:22][CH:23]=2)[CH2:18][C@@H:17]([CH:28]2[CH2:33][CH2:32][NH:31][CH2:30][CH2:29]2)[O:16]1. Product: [F:1][C:2]([F:12])([F:11])[C:3]1[CH:10]=[CH:9][C:6]([CH2:7][N:31]2[CH2:32][CH2:33][CH:28]([C@@H:17]3[CH2:18][C:19]4[C:24](=[CH:23][CH:22]=[C:21]([CH3:25])[C:20]=4[O:26][CH3:27])[C@H:15]([CH2:14][Br:13])[O:16]3)[CH2:29][CH2:30]2)=[CH:5][CH:4]=1. The catalyst class is: 37. (9) Reactant: C([N:8]1[CH2:12][CH:11]2[CH2:13][N:14]([C:16]3[CH:17]=[CH:18][C:19]4[N:20]([C:22]([C:26]5[CH:31]=[CH:30][N:29]=[C:28]([CH2:32][NH2:33])[CH:27]=5)=[C:23]([CH3:25])[N:24]=4)[N:21]=3)[CH2:15][CH:10]2[CH2:9]1)C1C=CC=CC=1.C([O-])=O.[NH4+]. Product: [CH2:13]1[CH:11]2[CH2:12][NH:8][CH2:9][CH:10]2[CH2:15][N:14]1[C:16]1[CH:17]=[CH:18][C:19]2[N:20]([C:22]([C:26]3[CH:31]=[CH:30][N:29]=[C:28]([CH2:32][NH2:33])[CH:27]=3)=[C:23]([CH3:25])[N:24]=2)[N:21]=1. The catalyst class is: 43.